This data is from Forward reaction prediction with 1.9M reactions from USPTO patents (1976-2016). The task is: Predict the product of the given reaction. (1) Given the reactants [CH3:1][N:2]1[C:10]2[C:5](=[CH:6][CH:7]=[CH:8][C:9]=2[CH2:11][OH:12])[CH:4]=[CH:3]1.C([Li])CCC.[C:18](=[O:20])=[O:19].O, predict the reaction product. The product is: [OH:12][CH2:11][C:9]1[CH:8]=[CH:7][CH:6]=[C:5]2[C:10]=1[N:2]([CH3:1])[C:3]([C:18]([OH:20])=[O:19])=[CH:4]2. (2) Given the reactants COC(=O)[CH:4]([C:17]#[N:18])[C:5]([C:8]1[CH:13]=[CH:12][C:11]([F:14])=[CH:10][C:9]=1[O:15][CH3:16])([CH3:7])[CH3:6].[Na+].[Cl-].O, predict the reaction product. The product is: [F:14][C:11]1[CH:12]=[CH:13][C:8]([C:5]([CH3:6])([CH3:7])[CH2:4][C:17]#[N:18])=[C:9]([O:15][CH3:16])[CH:10]=1. (3) Given the reactants [CH3:1][C:2]1[N:3]=[C:4]([C:7]2[C:15]3[CH2:14][CH2:13][O:12][CH2:11][C:10]=3[S:9][C:8]=2[NH2:16])[S:5][CH:6]=1.[CH:17]12[CH2:24][CH2:23][CH:20]([CH2:21][CH2:22]1)[C:19]1[C:25]([O:27][C:28](=[O:29])[C:18]2=1)=[O:26], predict the reaction product. The product is: [CH3:1][C:2]1[N:3]=[C:4]([C:7]2[C:15]3[CH2:14][CH2:13][O:12][CH2:11][C:10]=3[S:9][C:8]=2[NH:16][C:28]([C:18]2[CH:17]3[CH2:24][CH2:23][CH:20]([CH2:21][CH2:22]3)[C:19]=2[C:25]([OH:27])=[O:26])=[O:29])[S:5][CH:6]=1. (4) Given the reactants C1(P(C2CCCCC2)C2C=CC=CC=2C2C(C(C)C)=CC(C(C)C)=CC=2C(C)C)CCCCC1.[O:35]1[CH2:40][CH2:39][N:38]([C:41]2[CH:42]=[C:43]([NH2:47])[CH:44]=[N:45][CH:46]=2)[CH2:37][CH2:36]1.Cl[C:49]1[C:58]2[C:53](=[CH:54][C:55]([F:60])=[CH:56][C:57]=2[F:59])[N:52]=[C:51]([C:61]2[CH:66]=[CH:65][N:64]=[C:63]([N:67]3[CH2:71][CH2:70][CH2:69][CH2:68]3)[CH:62]=2)[C:50]=1[CH3:72].CC(C)([O-])C.[Na+], predict the reaction product. The product is: [F:59][C:57]1[CH:56]=[C:55]([F:60])[CH:54]=[C:53]2[C:58]=1[C:49]([NH:47][C:43]1[CH:44]=[N:45][CH:46]=[C:41]([N:38]3[CH2:39][CH2:40][O:35][CH2:36][CH2:37]3)[CH:42]=1)=[C:50]([CH3:72])[C:51]([C:61]1[CH:66]=[CH:65][N:64]=[C:63]([N:67]3[CH2:68][CH2:69][CH2:70][CH2:71]3)[CH:62]=1)=[N:52]2. (5) Given the reactants FC(F)(F)C(O)=O.FC(F)(F)C(O)=O.[CH:15]([C@:18]1([C:24]([N:26]2[CH2:31][CH2:30][N:29]([C:32]3[CH:37]=[CH:36][CH:35]=[C:34]([C:38]([F:41])([F:40])[F:39])[CH:33]=3)[CH2:28][CH2:27]2)=[O:25])[CH2:22][CH2:21][C@@H:20]([NH2:23])[CH2:19]1)([CH3:17])[CH3:16].[CH3:42][O:43][CH:44]1[C:49](=O)[CH2:48][CH2:47][O:46][CH2:45]1.C(N(CC)CC)C.C(O[BH-](OC(=O)C)OC(=O)C)(=O)C.[Na+], predict the reaction product. The product is: [CH:15]([C@:18]1([C:24]([N:26]2[CH2:31][CH2:30][N:29]([C:32]3[CH:37]=[CH:36][CH:35]=[C:34]([C:38]([F:40])([F:41])[F:39])[CH:33]=3)[CH2:28][CH2:27]2)=[O:25])[CH2:22][CH2:21][C@@H:20]([NH:23][CH:49]2[CH2:48][CH2:47][O:46][CH2:45][CH:44]2[O:43][CH3:42])[CH2:19]1)([CH3:17])[CH3:16].